From a dataset of Full USPTO retrosynthesis dataset with 1.9M reactions from patents (1976-2016). Predict the reactants needed to synthesize the given product. (1) Given the product [CH3:18][O:17][C:13]1[CH:14]=[CH:15][CH:16]=[C:3]([O:2][CH3:1])[C:4]=1[CH2:5][NH:6][C:7]([NH:8][C:9]1[S:10][CH:26]=[C:25]([C:24]2[CH:29]=[CH:30][C:21]([C:20]([F:19])([F:31])[F:32])=[CH:22][CH:23]=2)[N:11]=1)=[NH:12], predict the reactants needed to synthesize it. The reactants are: [CH3:1][O:2][C:3]1[CH:16]=[CH:15][CH:14]=[C:13]([O:17][CH3:18])[C:4]=1[CH2:5][NH:6][C:7](=[NH:12])[NH:8][C:9]([NH2:11])=[S:10].[F:19][C:20]([F:32])([F:31])[C:21]1[CH:30]=[CH:29][C:24]([C:25](=O)[CH2:26]Br)=[CH:23][CH:22]=1.C(O)(=O)C. (2) Given the product [CH3:13][C:12]1[O:17][N:16]=[C:10]([C:7]2[CH:8]=[CH:9][N:4]3[CH:3]=[CH:2][N:1]=[C:5]3[CH:6]=2)[CH:11]=1, predict the reactants needed to synthesize it. The reactants are: [N:1]1[CH:2]=[CH:3][N:4]2[CH:9]=[CH:8][C:7]([C:10](=O)[C:11]#[C:12][CH3:13])=[CH:6][C:5]=12.Cl.[NH2:16][OH:17].C(N(CC)CC)C. (3) Given the product [NH2:7][CH:8]([C:9]1[CH:14]=[CH:13][CH:12]=[CH:11][CH:10]=1)[C:15]([NH:16][C:17]1[C:18]([C:22]2[N:26]([CH3:27])[C:25]3[CH:28]=[CH:29][C:30]([N:32]4[CH2:37][CH2:36][O:35][CH2:34][CH2:33]4)=[CH:31][C:24]=3[N:23]=2)=[N:19][NH:20][CH:21]=1)=[O:38], predict the reactants needed to synthesize it. The reactants are: C(OC(=O)[NH:7][CH:8]([C:15](=[O:38])[NH:16][C:17]1[C:18]([C:22]2[N:26]([CH3:27])[C:25]3[CH:28]=[CH:29][C:30]([N:32]4[CH2:37][CH2:36][O:35][CH2:34][CH2:33]4)=[CH:31][C:24]=3[N:23]=2)=[N:19][NH:20][CH:21]=1)[C:9]1[CH:14]=[CH:13][CH:12]=[CH:11][CH:10]=1)(C)(C)C.CO.